This data is from Catalyst prediction with 721,799 reactions and 888 catalyst types from USPTO. The task is: Predict which catalyst facilitates the given reaction. (1) Reactant: [O:1]=[C:2]1[NH:6][CH:5]2[CH2:7][S:8][CH:9]([CH2:10][CH2:11][CH2:12][CH2:13][C:14]([OH:16])=O)[CH:4]2[NH:3]1.F[P-](F)(F)(F)(F)F.N1(OC(N(C)C)=[N+](C)C)C2C=CC=CC=2N=N1.C(N(C(C)C)C(C)C)C.[CH:50]1[C:62]2[CH:61]([CH2:63][O:64][C:65](=[O:82])[NH:66][C:67]3[CH:72]=[CH:71][C:70]([NH2:73])=[C:69]([O:74][CH2:75][C:76]4[CH:81]=[CH:80][CH:79]=[CH:78][CH:77]=4)[CH:68]=3)[C:60]3[C:55](=[CH:56][CH:57]=[CH:58][CH:59]=3)[C:54]=2[CH:53]=[CH:52][CH:51]=1. Product: [CH:50]1[C:62]2[CH:61]([CH2:63][O:64][C:65](=[O:82])[NH:66][C:67]3[CH:72]=[CH:71][C:70]([NH:73][C:14](=[O:16])[CH2:13][CH2:12][CH2:11][CH2:10][CH:9]4[CH:4]5[CH:5]([NH:6][C:2](=[O:1])[NH:3]5)[CH2:7][S:8]4)=[C:69]([O:74][CH2:75][C:76]4[CH:77]=[CH:78][CH:79]=[CH:80][CH:81]=4)[CH:68]=3)[C:60]3[C:55](=[CH:56][CH:57]=[CH:58][CH:59]=3)[C:54]=2[CH:53]=[CH:52][CH:51]=1. The catalyst class is: 44. (2) Reactant: CN(C)C(N1C(C2C=CC=C(O)C=2)C2COC3C=CC(F)=CC=3C2=N1)=O.[CH3:27][N:28]([CH:59]1[CH2:64][CH2:63][N:62]([CH3:65])[CH2:61][CH2:60]1)[C:29]([N:31]1[CH:35]([C:36]2[CH:41]=[CH:40][CH:39]=[C:38]([O:42]CC3C=CC=CC=3)[CH:37]=2)[CH:34]2[CH2:50][O:51][C:52]3[CH:53]=[CH:54][C:55]([F:58])=[CH:56][C:57]=3[C:33]2=[N:32]1)=[O:30]. Product: [CH3:27][N:28]([CH:59]1[CH2:64][CH2:63][N:62]([CH3:65])[CH2:61][CH2:60]1)[C:29]([N:31]1[CH:35]([C:36]2[CH:41]=[CH:40][CH:39]=[C:38]([OH:42])[CH:37]=2)[CH:34]2[CH2:50][O:51][C:52]3[CH:53]=[CH:54][C:55]([F:58])=[CH:56][C:57]=3[C:33]2=[N:32]1)=[O:30]. The catalyst class is: 27. (3) Reactant: [NH2:1][C:2]1[CH:3]=[C:4]2[C:8](=[CH:9][CH:10]=1)[N:7]([CH2:11][C:12]([O:14][CH3:15])=[O:13])[C:6](=[O:16])[C:5]12[O:21][CH2:20][C:19]([CH3:23])([CH3:22])[CH2:18][O:17]1.[CH3:24][S:25](Cl)(=[O:27])=[O:26]. Product: [CH3:22][C:19]1([CH3:23])[CH2:20][O:21][C:5]2([C:4]3[C:8](=[CH:9][CH:10]=[C:2]([NH:1][S:25]([CH3:24])(=[O:27])=[O:26])[CH:3]=3)[N:7]([CH2:11][C:12]([O:14][CH3:15])=[O:13])[C:6]2=[O:16])[O:17][CH2:18]1. The catalyst class is: 17. (4) Reactant: [O:1]1[CH2:3][C@H:2]1[CH2:4][O:5][C:6]1[CH:7]=[CH:8][C:9]2[S:13][C:12]([CH3:14])=[N:11][C:10]=2[CH:15]=1.[N:16]1([C:22]([O:24][C:25]([CH3:28])([CH3:27])[CH3:26])=[O:23])[CH2:21][CH2:20][NH:19][CH2:18][CH2:17]1.[Yb]. Product: [CH3:14][C:12]1[S:13][C:9]2[CH:8]=[CH:7][C:6]([O:5][CH2:4][C@@H:2]([OH:1])[CH2:3][CH3:17])=[CH:15][C:10]=2[N:11]=1.[N:16]1([C:22]([O:24][C:25]([CH3:28])([CH3:27])[CH3:26])=[O:23])[CH2:21][CH2:20][NH:19][CH2:18][CH2:17]1. The catalyst class is: 2.